This data is from Peptide-MHC class I binding affinity with 185,985 pairs from IEDB/IMGT. The task is: Regression. Given a peptide amino acid sequence and an MHC pseudo amino acid sequence, predict their binding affinity value. This is MHC class I binding data. The peptide sequence is SMLTNAISSR. The MHC is HLA-A11:01 with pseudo-sequence HLA-A11:01. The binding affinity (normalized) is 0.487.